From a dataset of Full USPTO retrosynthesis dataset with 1.9M reactions from patents (1976-2016). Predict the reactants needed to synthesize the given product. (1) Given the product [CH:9]1([NH:14][C:15]2[S:16][CH:19]=[C:20]([C:22]3[CH:30]=[CH:29][C:25]([C:26]([OH:28])=[O:27])=[CH:24][CH:23]=3)[N:17]=2)[CH2:13][CH2:12][CH2:11][CH2:10]1, predict the reactants needed to synthesize it. The reactants are: N(C1CCCC1)=C=S.[CH:9]1([NH:14][C:15]([NH2:17])=[S:16])[CH2:13][CH2:12][CH2:11][CH2:10]1.Br[CH2:19][C:20]([C:22]1[CH:30]=[CH:29][C:25]([C:26]([OH:28])=[O:27])=[CH:24][CH:23]=1)=O. (2) Given the product [CH3:13][C:14]1[S:12][C:11]2[C:10]3[CH:9]=[CH:8][CH:7]=[CH:6][C:5]=3[N:4]=[CH:3][C:2]=2[N:1]=1, predict the reactants needed to synthesize it. The reactants are: [NH2:1][C:2]1[CH:3]=[N:4][C:5]2[C:10]([C:11]=1[SH:12])=[CH:9][CH:8]=[CH:7][CH:6]=2.[C:13](OC(=O)C)(=O)[CH3:14]. (3) Given the product [Cl:23][C:17]1[CH:18]=[CH:19][CH:20]=[C:21]([Cl:22])[C:16]=1[C:12]1[C:10]2[O:11][C@@H:5]([CH2:4][NH2:1])[CH2:6][CH2:7][CH2:8][C:9]=2[CH:15]=[CH:14][CH:13]=1, predict the reactants needed to synthesize it. The reactants are: [N:1]([CH2:4][C@@H:5]1[O:11][C:10]2[C:12]([C:16]3[C:21]([Cl:22])=[CH:20][CH:19]=[CH:18][C:17]=3[Cl:23])=[CH:13][CH:14]=[CH:15][C:9]=2[CH2:8][CH2:7][CH2:6]1)=[N+]=[N-].C1(P(C2C=CC=CC=2)C2C=CC=CC=2)C=CC=CC=1. (4) Given the product [CH2:14]([C:3]1([CH2:1][CH3:2])[O:7][B:6]([OH:8])[C:5]2[CH:9]=[CH:10][C:11]([CH:13]=[O:23])=[CH:12][C:4]1=2)[CH3:15], predict the reactants needed to synthesize it. The reactants are: [CH2:1]([C:3]1([CH2:14][CH3:15])[O:7][B:6]([OH:8])[C:5]2[CH:9]=[CH:10][C:11]([CH3:13])=[CH:12][C:4]1=2)[CH3:2].C(OOC(=O)C1C=CC=CC=1)(=[O:23])C1C=CC=CC=1.C1C(=O)N(Br)C(=O)C1.C([O-])([O-])=O.[Na+].[Na+].Cl.